This data is from Forward reaction prediction with 1.9M reactions from USPTO patents (1976-2016). The task is: Predict the product of the given reaction. (1) The product is: [CH3:17][O:11][C:10](=[O:12])[CH2:9][C:4]1[CH:5]=[C:6]([CH3:8])[CH:7]=[C:2]([Br:1])[CH:3]=1. Given the reactants [Br:1][C:2]1[CH:3]=[C:4]([CH2:9][C:10]([OH:12])=[O:11])[CH:5]=[C:6]([CH3:8])[CH:7]=1.S(Cl)(Cl)=O.[CH3:17]O, predict the reaction product. (2) Given the reactants [OH:1][C:2]1[CH:33]=[CH:32][C:5]([CH2:6][CH:7]2[C:16]3[C:11](=[CH:12][C:13]([O:19][CH3:20])=[C:14]([O:17][CH3:18])[CH:15]=3)[CH2:10][CH2:9][N:8]2[CH2:21][C:22]([NH:24][CH2:25][C:26]2[CH:31]=[CH:30][CH:29]=[CH:28][CH:27]=2)=[O:23])=[CH:4][C:3]=1[O:34][CH3:35].[CH:36]1([CH2:39]Br)[CH2:38][CH2:37]1, predict the reaction product. The product is: [CH:36]1([CH2:39][O:1][C:2]2[CH:33]=[CH:32][C:5]([CH2:6][CH:7]3[C:16]4[C:11](=[CH:12][C:13]([O:19][CH3:20])=[C:14]([O:17][CH3:18])[CH:15]=4)[CH2:10][CH2:9][N:8]3[CH2:21][C:22]([NH:24][CH2:25][C:26]3[CH:31]=[CH:30][CH:29]=[CH:28][CH:27]=3)=[O:23])=[CH:4][C:3]=2[O:34][CH3:35])[CH2:38][CH2:37]1. (3) Given the reactants [CH3:1][Mg]Br.[CH3:4][O:5][CH2:6][C:7]1([C:20](N(OC)C)=[O:21])[CH2:12][CH2:11][N:10]([C:13]([O:15][C:16]([CH3:19])([CH3:18])[CH3:17])=[O:14])[CH2:9][CH2:8]1, predict the reaction product. The product is: [C:20]([C:7]1([CH2:6][O:5][CH3:4])[CH2:8][CH2:9][N:10]([C:13]([O:15][C:16]([CH3:17])([CH3:18])[CH3:19])=[O:14])[CH2:11][CH2:12]1)(=[O:21])[CH3:1]. (4) Given the reactants [NH2:1][C:2]1[CH:12]=[CH:11][C:5]([C:6]([O:8]CC)=[O:7])=[C:4]([CH3:13])[CH:3]=1.Cl[CH2:15][CH2:16][CH2:17][S:18](Cl)(=[O:20])=[O:19], predict the reaction product. The product is: [O:19]=[S:18]1(=[O:20])[CH2:17][CH2:16][CH2:15][N:1]1[C:2]1[CH:12]=[CH:11][C:5]([C:6]([OH:8])=[O:7])=[C:4]([CH3:13])[CH:3]=1. (5) Given the reactants [Br:1][C:2]1[CH:3]=[CH:4][C:5]([CH3:9])=[C:6]([NH2:8])[CH:7]=1.[C:10]([O:13]C(=O)C)(=O)[CH3:11].C(O[N:23]=O)CC(C)C.CC([O-])=O.[K+], predict the reaction product. The product is: [Br:1][C:2]1[CH:7]=[C:6]2[C:5]([CH:9]=[N:23][N:8]2[C:10](=[O:13])[CH3:11])=[CH:4][CH:3]=1. (6) Given the reactants [OH:1][C:2]1[CH:19]=[CH:18][CH:17]=[C:16]2[C:3]=1[O:4][C:5](=[O:23])[C:6]1[C:15]2=[CH:14][CH:13]=[C:12]2[C:7]=1[C:8]([CH3:22])=[CH:9][C:10]([CH3:21])([CH3:20])[NH:11]2.CI.[C:26](=O)([O-])[O-].[K+].[K+], predict the reaction product. The product is: [CH3:26][O:1][C:2]1[CH:19]=[CH:18][CH:17]=[C:16]2[C:3]=1[O:4][C:5](=[O:23])[C:6]1[C:15]2=[CH:14][CH:13]=[C:12]2[C:7]=1[C:8]([CH3:22])=[CH:9][C:10]([CH3:20])([CH3:21])[NH:11]2. (7) Given the reactants [NH2:1][C:2]1[N:10]=[C:9]([O:11][CH2:12][CH2:13][CH2:14][CH3:15])[N:8]=[C:7]2[C:3]=1[NH:4][C:5](=[O:46])[N:6]2[CH2:16][CH2:17][CH2:18][N:19]([CH2:34][C:35]1[CH:36]=[C:37]([CH2:41][C:42]([O:44][CH3:45])=[O:43])[CH:38]=[CH:39][CH:40]=1)[CH:20]1[CH2:25][CH2:24][N:23]([CH2:26][C:27]([O:29]C(C)(C)C)=[O:28])[CH2:22][CH2:21]1, predict the reaction product. The product is: [NH2:1][C:2]1[N:10]=[C:9]([O:11][CH2:12][CH2:13][CH2:14][CH3:15])[N:8]=[C:7]2[C:3]=1[NH:4][C:5](=[O:46])[N:6]2[CH2:16][CH2:17][CH2:18][N:19]([CH2:34][C:35]1[CH:40]=[CH:39][CH:38]=[C:37]([CH2:41][C:42]([O:44][CH3:45])=[O:43])[CH:36]=1)[CH:20]1[CH2:21][CH2:22][N:23]([CH2:26][C:27]([OH:29])=[O:28])[CH2:24][CH2:25]1. (8) Given the reactants [CH3:1][C:2]1([CH3:21])[C:10]2[CH:9]=[C:8]3[NH:11][C:12](=O)[NH:13][C:7]3=[CH:6][C:5]=2[N:4]([CH2:15][CH2:16][CH2:17][CH2:18][CH3:19])[C:3]1=[O:20].P(Cl)(Cl)([Cl:24])=O, predict the reaction product. The product is: [Cl:24][C:12]1[NH:11][C:8]2=[CH:9][C:10]3[C:2]([CH3:21])([CH3:1])[C:3](=[O:20])[N:4]([CH2:15][CH2:16][CH2:17][CH2:18][CH3:19])[C:5]=3[CH:6]=[C:7]2[N:13]=1. (9) Given the reactants [OH:1][C:2]1[CH:7]=[CH:6][C:5]([N:8]2[C:13](=[O:14])[C:12]([CH2:15][C:16]3[CH:21]=[CH:20][C:19]([C:22]4[C:23]([C:28]#[N:29])=[CH:24][CH:25]=[CH:26][CH:27]=4)=[CH:18][CH:17]=3)=[C:11]([CH2:30][CH2:31][CH3:32])[N:10]=[C:9]2[CH3:33])=[CH:4][CH:3]=1.[CH3:34][CH:35](O)[CH2:36][C:37]#[CH:38].C1(P(C2C=CC=CC=2)C2C=CC=CC=2)C=CC=CC=1.[N:60]([C:61]([O:63]C(C)C)=[O:62])=[N:60][C:61]([O:63]C(C)C)=[O:62], predict the reaction product. The product is: [CH3:33][C:9]1[N:8]([C:5]2[CH:4]=[CH:3][C:2]([O:1][CH:35]([CH3:34])[CH2:36][C:37]#[CH:38])=[CH:7][CH:6]=2)[C:13](=[O:14])[C:12]([CH2:15][C:16]2[CH:21]=[CH:20][C:19]([C:22]3[CH:27]=[CH:26][CH:25]=[CH:24][C:23]=3[C:28]3[NH:60][C:61](=[O:62])[O:63][N:29]=3)=[CH:18][CH:17]=2)=[C:11]([CH2:30][CH2:31][CH3:32])[N:10]=1.